From a dataset of Catalyst prediction with 721,799 reactions and 888 catalyst types from USPTO. Predict which catalyst facilitates the given reaction. (1) The catalyst class is: 5. Reactant: [F:1][C:2]1([F:21])[CH2:5][CH:4]([O:6][C:7]2[CH:12]=[CH:11][N:10]=[C:9]([CH2:13][C:14]([O:16][C:17](C)(C)C)=[O:15])[CH:8]=2)[CH2:3]1.C(Cl)(=O)C. Product: [F:21][C:2]1([F:1])[CH2:5][CH:4]([O:6][C:7]2[CH:12]=[CH:11][N:10]=[C:9]([CH2:13][C:14]([O:16][CH3:17])=[O:15])[CH:8]=2)[CH2:3]1. (2) Reactant: [Cl:1][C:2]1[C:3]([NH:17][C:18]2C=[CH:24][CH:23]=[CH:22][C:19]=2C#N)=[CH:4][C:5]([NH:8][C:9]2[N:13]([CH2:14][CH3:15])[N:12]=[C:11]([CH3:16])[CH:10]=2)=[N:6][CH:7]=1.[OH-].[Na+].[C:28]([O:31]CC)(=[O:30])[CH3:29]. Product: [Cl:1][C:2]1[C:3]([NH:17][C:18]2[CH:19]=[CH:22][CH:23]=[CH:24][C:29]=2[C:28]([OH:31])=[O:30])=[CH:4][C:5]([NH:8][C:9]2[N:13]([CH2:14][CH3:15])[N:12]=[C:11]([CH3:16])[CH:10]=2)=[N:6][CH:7]=1. The catalyst class is: 12. (3) Reactant: B(Br)(Br)Br.ClCCl.[Cl:8][C:9]1[CH:14]=[C:13]([CH3:15])[CH:12]=[CH:11][C:10]=1[C:16]1[C:21]2[N:22]([CH2:29][CH3:30])/[C:23](=[CH:25]/[C:26](=[O:28])[CH3:27])/[S:24][C:20]=2[CH:19]=[CH:18][C:17]=1[O:31]C. Product: [Cl:8][C:9]1[CH:14]=[C:13]([CH3:15])[CH:12]=[CH:11][C:10]=1[C:16]1[C:21]2[N:22]([CH2:29][CH3:30])/[C:23](=[CH:25]/[C:26](=[O:28])[CH3:27])/[S:24][C:20]=2[CH:19]=[CH:18][C:17]=1[OH:31]. The catalyst class is: 6.